Dataset: NCI-60 drug combinations with 297,098 pairs across 59 cell lines. Task: Regression. Given two drug SMILES strings and cell line genomic features, predict the synergy score measuring deviation from expected non-interaction effect. (1) Drug 1: C1CC(=O)NC(=O)C1N2CC3=C(C2=O)C=CC=C3N. Drug 2: COC1=NC(=NC2=C1N=CN2C3C(C(C(O3)CO)O)O)N. Cell line: SNB-19. Synergy scores: CSS=-1.43, Synergy_ZIP=3.39, Synergy_Bliss=5.06, Synergy_Loewe=-0.884, Synergy_HSA=-1.68. (2) Drug 1: C1=CN(C(=O)N=C1N)C2C(C(C(O2)CO)O)O.Cl. Drug 2: C1CN(CCN1C(=O)CCBr)C(=O)CCBr. Cell line: DU-145. Synergy scores: CSS=48.4, Synergy_ZIP=1.61, Synergy_Bliss=1.79, Synergy_Loewe=2.08, Synergy_HSA=6.08. (3) Drug 1: C1CC(C1)(C(=O)O)C(=O)O.[NH2-].[NH2-].[Pt+2]. Drug 2: C1CC(CNC1)C2=CC=C(C=C2)N3C=C4C=CC=C(C4=N3)C(=O)N. Cell line: NCI-H460. Synergy scores: CSS=27.5, Synergy_ZIP=-1.56, Synergy_Bliss=1.35, Synergy_Loewe=3.09, Synergy_HSA=4.83. (4) Synergy scores: CSS=44.8, Synergy_ZIP=1.19, Synergy_Bliss=-0.945, Synergy_Loewe=-12.1, Synergy_HSA=-2.51. Drug 1: C1=C(C(=O)NC(=O)N1)F. Drug 2: CC(C)NC(=O)C1=CC=C(C=C1)CNNC.Cl. Cell line: HT29. (5) Drug 1: CC(C)(C#N)C1=CC(=CC(=C1)CN2C=NC=N2)C(C)(C)C#N. Drug 2: C1CCC(C(C1)N)N.C(=O)(C(=O)[O-])[O-].[Pt+4]. Cell line: MCF7. Synergy scores: CSS=29.9, Synergy_ZIP=-6.74, Synergy_Bliss=1.49, Synergy_Loewe=-1.42, Synergy_HSA=-1.19. (6) Drug 1: CC1=C(C=C(C=C1)NC2=NC=CC(=N2)N(C)C3=CC4=NN(C(=C4C=C3)C)C)S(=O)(=O)N.Cl. Drug 2: CS(=O)(=O)C1=CC(=C(C=C1)C(=O)NC2=CC(=C(C=C2)Cl)C3=CC=CC=N3)Cl. Cell line: SN12C. Synergy scores: CSS=13.6, Synergy_ZIP=0.814, Synergy_Bliss=6.04, Synergy_Loewe=5.61, Synergy_HSA=5.97. (7) Drug 1: CC12CCC(CC1=CCC3C2CCC4(C3CC=C4C5=CN=CC=C5)C)O. Drug 2: CC1C(C(CC(O1)OC2CC(OC(C2O)C)OC3=CC4=CC5=C(C(=O)C(C(C5)C(C(=O)C(C(C)O)O)OC)OC6CC(C(C(O6)C)O)OC7CC(C(C(O7)C)O)OC8CC(C(C(O8)C)O)(C)O)C(=C4C(=C3C)O)O)O)O. Cell line: HCC-2998. Synergy scores: CSS=8.58, Synergy_ZIP=-0.857, Synergy_Bliss=-0.512, Synergy_Loewe=-3.01, Synergy_HSA=-3.39. (8) Drug 1: CCC1=CC2CC(C3=C(CN(C2)C1)C4=CC=CC=C4N3)(C5=C(C=C6C(=C5)C78CCN9C7C(C=CC9)(C(C(C8N6C)(C(=O)OC)O)OC(=O)C)CC)OC)C(=O)OC.C(C(C(=O)O)O)(C(=O)O)O. Drug 2: C(CCl)NC(=O)N(CCCl)N=O. Cell line: SR. Synergy scores: CSS=82.3, Synergy_ZIP=-0.779, Synergy_Bliss=-0.636, Synergy_Loewe=-0.841, Synergy_HSA=1.89.